Dataset: Peptide-MHC class II binding affinity with 134,281 pairs from IEDB. Task: Regression. Given a peptide amino acid sequence and an MHC pseudo amino acid sequence, predict their binding affinity value. This is MHC class II binding data. (1) The peptide sequence is ATAAAIQLKCSDSMP. The MHC is DRB1_0401 with pseudo-sequence DRB1_0401. The binding affinity (normalized) is 0.296. (2) The peptide sequence is NALSVLDKIYTSPLC. The MHC is DRB1_1602 with pseudo-sequence DRB1_1602. The binding affinity (normalized) is 0.405.